Dataset: Catalyst prediction with 721,799 reactions and 888 catalyst types from USPTO. Task: Predict which catalyst facilitates the given reaction. Reactant: C(OC([NH:8][CH2:9][CH2:10][CH:11]1[CH2:16][CH2:15][N:14]([C:17]([O:19][CH:20]([CH3:22])[CH3:21])=[O:18])[CH2:13][CH2:12]1)=O)(C)(C)C.FC(F)(F)C(O)=O. Product: [NH2:8][CH2:9][CH2:10][CH:11]1[CH2:12][CH2:13][N:14]([C:17]([O:19][CH:20]([CH3:22])[CH3:21])=[O:18])[CH2:15][CH2:16]1. The catalyst class is: 2.